This data is from NCI-60 drug combinations with 297,098 pairs across 59 cell lines. The task is: Regression. Given two drug SMILES strings and cell line genomic features, predict the synergy score measuring deviation from expected non-interaction effect. (1) Drug 1: C1CNP(=O)(OC1)N(CCCl)CCCl. Drug 2: COCCOC1=C(C=C2C(=C1)C(=NC=N2)NC3=CC=CC(=C3)C#C)OCCOC.Cl. Cell line: HCT116. Synergy scores: CSS=6.29, Synergy_ZIP=-3.80, Synergy_Bliss=-5.47, Synergy_Loewe=-3.78, Synergy_HSA=-5.34. (2) Drug 1: CC1=C(C(=CC=C1)Cl)NC(=O)C2=CN=C(S2)NC3=CC(=NC(=N3)C)N4CCN(CC4)CCO. Drug 2: CC1C(C(CC(O1)OC2CC(CC3=C2C(=C4C(=C3O)C(=O)C5=C(C4=O)C(=CC=C5)OC)O)(C(=O)CO)O)N)O.Cl. Cell line: NCIH23. Synergy scores: CSS=42.0, Synergy_ZIP=-2.81, Synergy_Bliss=-1.60, Synergy_Loewe=0.896, Synergy_HSA=1.86. (3) Drug 1: CC1=CC=C(C=C1)C2=CC(=NN2C3=CC=C(C=C3)S(=O)(=O)N)C(F)(F)F. Drug 2: CC1=C(C(=O)C2=C(C1=O)N3CC4C(C3(C2COC(=O)N)OC)N4)N. Cell line: CCRF-CEM. Synergy scores: CSS=50.3, Synergy_ZIP=1.15, Synergy_Bliss=0.714, Synergy_Loewe=-23.5, Synergy_HSA=0.905. (4) Drug 1: CCC1=CC2CC(C3=C(CN(C2)C1)C4=CC=CC=C4N3)(C5=C(C=C6C(=C5)C78CCN9C7C(C=CC9)(C(C(C8N6C)(C(=O)OC)O)OC(=O)C)CC)OC)C(=O)OC.C(C(C(=O)O)O)(C(=O)O)O. Drug 2: CC1=C(C=C(C=C1)NC(=O)C2=CC=C(C=C2)CN3CCN(CC3)C)NC4=NC=CC(=N4)C5=CN=CC=C5. Cell line: OVCAR3. Synergy scores: CSS=62.3, Synergy_ZIP=17.0, Synergy_Bliss=15.8, Synergy_Loewe=-21.1, Synergy_HSA=14.5. (5) Synergy scores: CSS=29.5, Synergy_ZIP=-1.30, Synergy_Bliss=0.320, Synergy_Loewe=-2.08, Synergy_HSA=-0.106. Cell line: U251. Drug 1: C1CCN(CC1)CCOC2=CC=C(C=C2)C(=O)C3=C(SC4=C3C=CC(=C4)O)C5=CC=C(C=C5)O. Drug 2: CCCS(=O)(=O)NC1=C(C(=C(C=C1)F)C(=O)C2=CNC3=C2C=C(C=N3)C4=CC=C(C=C4)Cl)F.